This data is from Forward reaction prediction with 1.9M reactions from USPTO patents (1976-2016). The task is: Predict the product of the given reaction. (1) Given the reactants C([CH2:3][NH:4][C:5]1[NH:9][C:8]([C:10]2[CH:15]=[CH:14][C:13]([F:16])=[CH:12][CH:11]=2)=[N:7][C:6]=1[C:17]1[CH:22]=[CH:21][CH:20]=[CH:19][CH:18]=1)=O.B.[ClH:24].[C:25](=O)([O-])O.[Na+], predict the reaction product. The product is: [ClH:24].[CH3:25][N:4]([CH3:3])[C:5]1[NH:9][C:8]([C:10]2[CH:11]=[CH:12][C:13]([F:16])=[CH:14][CH:15]=2)=[N:7][C:6]=1[C:17]1[CH:22]=[CH:21][CH:20]=[CH:19][CH:18]=1. (2) Given the reactants [CH:1]1([N:7]([CH2:17][CH:18]2[CH2:20][CH2:19]2)[C:8]2[N:13]=[CH:12][N:11]=[C:10]([C:14]([OH:16])=O)[CH:9]=2)[CH2:6][CH2:5][CH2:4][CH2:3][CH2:2]1.[CH3:21][S:22]([C:25]1[CH:31]=[CH:30][C:28]([NH2:29])=[CH:27][CH:26]=1)(=[O:24])=[O:23], predict the reaction product. The product is: [CH:1]1([N:7]([CH2:17][CH:18]2[CH2:20][CH2:19]2)[C:8]2[N:13]=[CH:12][N:11]=[C:10]([C:14]([NH:29][C:28]3[CH:27]=[CH:26][C:25]([S:22]([CH3:21])(=[O:24])=[O:23])=[CH:31][CH:30]=3)=[O:16])[CH:9]=2)[CH2:2][CH2:3][CH2:4][CH2:5][CH2:6]1. (3) Given the reactants Cl[C:2]1[C:10]([N+:11]([O-:13])=[O:12])=[CH:9][C:5]([C:6]([OH:8])=[O:7])=[CH:4][N:3]=1.[CH2:14]([O:16][C:17](=[O:25])[CH2:18]N1CCNCC1)[CH3:15].O.Cl, predict the reaction product. The product is: [CH2:14]([O:16][C:17]([CH2:18][CH:9]1[CH2:5][CH2:4][N:3]([C:2]2[C:10]([N+:11]([O-:13])=[O:12])=[CH:9][C:5]([C:6]([OH:8])=[O:7])=[CH:4][N:3]=2)[CH2:2][CH2:10]1)=[O:25])[CH3:15]. (4) Given the reactants Br[C:2]1[CH:3]=[C:4]([S:9]([N:12]2[CH2:16][CH2:15][C@H:14]([NH:17]C(=O)OC(C)(C)C)[CH2:13]2)(=[O:11])=[O:10])[C:5]([OH:8])=[N:6][CH:7]=1.[CH3:25][C:26]1([CH3:50])[CH2:35][CH2:34][C:33]2[N:32]=[CH:31][N:30]=[C:29]([N:36]3[CH2:42][C:41]4[CH:43]=[C:44](B(O)O)[CH:45]=[CH:46][C:40]=4[O:39][CH2:38][CH2:37]3)[C:28]=2[CH2:27]1, predict the reaction product. The product is: [NH2:17][C@H:14]1[CH2:15][CH2:16][N:12]([S:9]([C:4]2[C:5]([OH:8])=[N:6][CH:7]=[C:2]([C:44]3[CH:45]=[CH:46][C:40]4[O:39][CH2:38][CH2:37][N:36]([C:29]5[C:28]6[CH2:27][C:26]([CH3:25])([CH3:50])[CH2:35][CH2:34][C:33]=6[N:32]=[CH:31][N:30]=5)[CH2:42][C:41]=4[CH:43]=3)[CH:3]=2)(=[O:10])=[O:11])[CH2:13]1.